From a dataset of Peptide-MHC class II binding affinity with 134,281 pairs from IEDB. Regression. Given a peptide amino acid sequence and an MHC pseudo amino acid sequence, predict their binding affinity value. This is MHC class II binding data. (1) The peptide sequence is PTLAFPAGVCPTIGV. The MHC is HLA-DQA10401-DQB10402 with pseudo-sequence HLA-DQA10401-DQB10402. The binding affinity (normalized) is 0.192. (2) The peptide sequence is LGLGHVLQSVRRSYP. The MHC is DRB1_0101 with pseudo-sequence DRB1_0101. The binding affinity (normalized) is 0.615. (3) The binding affinity (normalized) is 0.380. The peptide sequence is FDPYGAKISATPESA. The MHC is HLA-DPA10201-DPB10501 with pseudo-sequence HLA-DPA10201-DPB10501.